This data is from Full USPTO retrosynthesis dataset with 1.9M reactions from patents (1976-2016). The task is: Predict the reactants needed to synthesize the given product. (1) Given the product [F:1][C:2]1[CH:3]=[CH:4][C:5]2[N:6]([C:8]([I:12])=[C:9]([CH3:11])[N:10]=2)[CH:7]=1, predict the reactants needed to synthesize it. The reactants are: [F:1][C:2]1[CH:3]=[CH:4][C:5]2[N:6]([CH:8]=[C:9]([CH3:11])[N:10]=2)[CH:7]=1.[I:12]N1C(=O)CCC1=O. (2) Given the product [CH3:1][O:2][C:3](=[O:40])[C:4]1[CH:5]=[CH:6][C:7]([N:10]([C:12](=[O:39])[CH2:13][N:14]([C:15]([C@@H:17]2[CH2:21][C@@H:20]([SH:22])[CH2:19][N:18]2[S:26]([C:29]2[CH:38]=[CH:37][C:36]3[C:31](=[CH:32][CH:33]=[CH:34][CH:35]=3)[CH:30]=2)(=[O:28])=[O:27])=[O:16])[CH3:41])[CH3:11])=[CH:8][CH:9]=1, predict the reactants needed to synthesize it. The reactants are: [CH3:1][O:2][C:3](=[O:40])[C:4]1[CH:9]=[CH:8][C:7]([N:10]([C:12](=[O:39])[CH2:13][NH:14][C:15]([C@@H:17]2[CH2:21][C@@H:20]([S:22]C(=O)C)[CH2:19][N:18]2[S:26]([C:29]2[CH:38]=[CH:37][C:36]3[C:31](=[CH:32][CH:33]=[CH:34][CH:35]=3)[CH:30]=2)(=[O:28])=[O:27])=[O:16])[CH3:11])=[CH:6][CH:5]=1.[CH3:41][O-].[Na+]. (3) Given the product [F:21][C:22]1[C:23]([CH:18]=[O:20])=[N:24][CH:25]=[CH:26][C:27]=1[F:28], predict the reactants needed to synthesize it. The reactants are: C([Li])CCC.CN(C)CCN(C)C.CC(C)=O.[C:18](=[O:20])=O.[F:21][C:22]1[CH:23]=[N:24][CH:25]=[CH:26][C:27]=1[F:28]. (4) Given the product [CH3:67][C:38]([O:40][C:41]1[CH:49]=[C:48]2[C:44]([CH:45]=[CH:46][N:47]2[CH2:50][C:51]2[S:55][C:54]([C:56]3[CH:61]=[CH:60][C:59]([C:62]([F:65])([F:64])[F:63])=[CH:58][CH:57]=3)=[N:53][C:52]=2[CH3:66])=[CH:43][CH:42]=1)([CH3:39])[C:37]([OH:68])=[O:36], predict the reactants needed to synthesize it. The reactants are: CC(OC1C=C2C(=CC=1)N(CC1SC(C3C=CC(C(F)(F)F)=CC=3)=NC=1C)C=C2)(C)C(O)=O.C([O:36][C:37](=[O:68])[C:38]([CH3:67])([O:40][C:41]1[CH:49]=[C:48]2[C:44]([CH:45]=[CH:46][N:47]2[CH2:50][C:51]2[S:55][C:54]([C:56]3[CH:61]=[CH:60][C:59]([C:62]([F:65])([F:64])[F:63])=[CH:58][CH:57]=3)=[N:53][C:52]=2[CH3:66])=[CH:43][CH:42]=1)[CH3:39])C.